Dataset: Full USPTO retrosynthesis dataset with 1.9M reactions from patents (1976-2016). Task: Predict the reactants needed to synthesize the given product. Given the product [CH2:1]([C:7]1[CH:8]=[C:9]([C:13]2[N:17]([CH3:18])[C:16]([C:19]([N:21]3[CH2:26][CH2:25][CH:24]([N:27]4[CH2:31][CH2:30][CH2:29][CH2:28]4)[CH2:23][CH2:22]3)=[O:20])=[C:15]([C:33]#[N:34])[N:14]=2)[CH:10]=[CH:11][CH:12]=1)[CH2:2][CH2:3][CH2:4][CH2:5][CH3:6], predict the reactants needed to synthesize it. The reactants are: [CH2:1]([C:7]1[CH:8]=[C:9]([C:13]2[N:17]([CH3:18])[C:16]([C:19]([N:21]3[CH2:26][CH2:25][CH:24]([N:27]4[CH2:31][CH2:30][CH2:29][CH2:28]4)[CH2:23][CH2:22]3)=[O:20])=[C:15](I)[N:14]=2)[CH:10]=[CH:11][CH:12]=1)[CH2:2][CH2:3][CH2:4][CH2:5][CH3:6].[CH3:33][N:34](C=O)C.